From a dataset of Reaction yield outcomes from USPTO patents with 853,638 reactions. Predict the reaction yield, written as a fraction of the theoretical maximum amount of product (1.0 means a 100% yield; for example, 0.34 means a 34% yield). (1) The product is [F:1][C:2]1[CH:9]=[CH:8][CH:7]=[CH:6][C:3]=1[CH:4]1[C:18]([C:17]([O:16][CH2:14][CH3:15])=[O:22])=[C:19]([CH3:21])[NH:13][C:11](=[O:12])[NH:10]1. The catalyst is C1COCC1.C1(C)C=CC=CC=1.Cl[Cu]. The reactants are [F:1][C:2]1[CH:9]=[CH:8][CH:7]=[CH:6][C:3]=1[CH:4]=O.[NH2:10][C:11]([NH2:13])=[O:12].[CH2:14]([O:16][C:17](=[O:22])[CH2:18][C:19]([CH3:21])=O)[CH3:15].C(O)(=O)C. The yield is 0.880. (2) The reactants are ClC(Cl)(Cl)[C:3]([C:5]1[C:13]2[C:8](=[CH:9][C:10]([C:14]([N:16]3[CH2:22][C:21]4([CH3:24])[CH2:23][CH:17]3[CH2:18][C:19]([CH3:26])([CH3:25])[CH2:20]4)=[O:15])=[CH:11][CH:12]=2)[NH:7][CH:6]=1)=[O:4].C([OH:31])C.[OH-].[Na+].Cl. The catalyst is C1COCC1. The product is [CH3:24][C:21]12[CH2:23][CH:17]([N:16]([C:14]([C:10]3[CH:9]=[C:8]4[C:13]([C:5]([C:3]([OH:31])=[O:4])=[CH:6][NH:7]4)=[CH:12][CH:11]=3)=[O:15])[CH2:22]1)[CH2:18][C:19]([CH3:25])([CH3:26])[CH2:20]2. The yield is 0.720. (3) The reactants are [CH3:1][O:2][C:3](=[O:21])[C:4]1[CH:9]=[C:8]([N:10]2[CH2:14][CH2:13][CH2:12][C:11]2=[O:15])[CH:7]=[C:6]([O:16][CH2:17][CH2:18][CH2:19][OH:20])[CH:5]=1.[CH3:22]N(C1C2C(N(C)C)=CC=CC=2C=CC=1)C.F[B-](F)(F)F.C[O+](C)C. The catalyst is C(Cl)Cl. The product is [CH3:1][O:2][C:3](=[O:21])[C:4]1[CH:9]=[C:8]([N:10]2[CH2:14][CH2:13][CH2:12][C:11]2=[O:15])[CH:7]=[C:6]([O:16][CH2:17][CH2:18][CH2:19][O:20][CH3:22])[CH:5]=1. The yield is 0.580. (4) The reactants are [N+:1]([C:4]1[CH:5]=[C:6]2[C:11](=[CH:12][CH:13]=1)[N:10]([CH2:14][CH2:15][N:16]1[CH2:21][CH2:20][CH2:19][CH2:18][CH2:17]1)[C:9](=[O:22])[CH2:8][CH2:7]2)([O-])=O.N. The catalyst is CO.[Ni].CO.C(Cl)Cl. The product is [NH2:1][C:4]1[CH:5]=[C:6]2[C:11](=[CH:12][CH:13]=1)[N:10]([CH2:14][CH2:15][N:16]1[CH2:17][CH2:18][CH2:19][CH2:20][CH2:21]1)[C:9](=[O:22])[CH2:8][CH2:7]2. The yield is 0.777. (5) The reactants are [Cl:1][C:2]1[N:10]=[C:9]2[C:5]([N:6]=[CH:7][N:8]2[C@@H:11]2[CH2:15][C@H:14]([NH:16][C:17](=[O:20])[CH2:18][CH3:19])[C@@H:13]([OH:21])[C@H:12]2[OH:22])=[C:4](Cl)[N:3]=1.[CH3:41][O:40][C:37]1[CH:38]=[CH:39][C:34](N([C:34]2[CH:39]=[CH:38][C:37]([O:40][CH3:41])=[CH:36][CH:35]=2)C)=[CH:35][CH:36]=1.[CH2:42]1[CH2:46][O:45][CH2:44][CH2:43]1. No catalyst specified. The product is [CH3:44][O:45][C:46]1[CH:42]=[CH:43][C:12]([CH:11]([NH:8][C:4]2[N:3]=[C:2]([Cl:1])[N:10]=[C:9]3[C:5]=2[N:6]=[CH:7][N:8]3[C@@H:11]2[CH2:15][C@H:14]([NH:16][C:17](=[O:20])[CH2:18][CH3:19])[C@@H:13]([OH:21])[C@H:12]2[OH:22])[C:34]2[CH:35]=[CH:36][C:37]([O:40][CH3:41])=[CH:38][CH:39]=2)=[CH:13][CH:14]=1. The yield is 0.540. (6) The reactants are Br[C:2]1[CH:3]=[C:4]([N:22]([CH:24]2[CH2:28][CH2:27][CH2:26][CH2:25]2)[CH3:23])[C:5]([CH3:21])=[C:6]([CH:20]=1)[C:7]([NH:9][CH2:10][C:11]1[C:12](=[O:19])[NH:13][C:14]([CH3:18])=[CH:15][C:16]=1[CH3:17])=[O:8].[O:29]1[CH2:34][CH2:33][N:32]([CH2:35][C:36]2[CH:41]=[CH:40][C:39](B(O)O)=[CH:38][CH:37]=2)[CH2:31][CH2:30]1.C([O-])([O-])=O.[Na+].[Na+].C(Cl)Cl. The catalyst is O1CCOCC1.C1C=CC([P]([Pd]([P](C2C=CC=CC=2)(C2C=CC=CC=2)C2C=CC=CC=2)([P](C2C=CC=CC=2)(C2C=CC=CC=2)C2C=CC=CC=2)[P](C2C=CC=CC=2)(C2C=CC=CC=2)C2C=CC=CC=2)(C2C=CC=CC=2)C2C=CC=CC=2)=CC=1. The product is [CH:24]1([N:22]([CH3:23])[C:4]2[C:5]([CH3:21])=[C:6]([C:7]([NH:9][CH2:10][C:11]3[C:12](=[O:19])[NH:13][C:14]([CH3:18])=[CH:15][C:16]=3[CH3:17])=[O:8])[CH:20]=[C:2]([C:39]3[CH:38]=[CH:37][C:36]([CH2:35][N:32]4[CH2:33][CH2:34][O:29][CH2:30][CH2:31]4)=[CH:41][CH:40]=3)[CH:3]=2)[CH2:28][CH2:27][CH2:26][CH2:25]1. The yield is 0.160.